From a dataset of Forward reaction prediction with 1.9M reactions from USPTO patents (1976-2016). Predict the product of the given reaction. (1) Given the reactants [Cl:1][C:2]1[CH:11]=[CH:10][C:9]2[CH2:8][CH:7]([CH2:12]SC)[N:6]3[C:15]4[CH:16]=[CH:17][CH:18]=[C:19]([F:22])[C:20]=4[CH:21]=[C:5]3[C:4]=2[N:3]=1.O[O:24][S:25]([O-:27])=O.[K+].[CH3:29]O, predict the reaction product. The product is: [Cl:1][C:2]1[CH:11]=[CH:10][C:9]2[CH2:8][CH:7]([CH2:12][S:25]([CH3:29])(=[O:27])=[O:24])[N:6]3[C:15]4[CH:16]=[CH:17][CH:18]=[C:19]([F:22])[C:20]=4[CH:21]=[C:5]3[C:4]=2[N:3]=1. (2) Given the reactants Br[C:2]1[CH:3]=[N:4][C:5]([C:8]([F:11])([F:10])[F:9])=[N:6][CH:7]=1.[CH3:12][C:13]1([CH3:29])[C:17]([CH3:19])([CH3:18])[O:16][B:15]([B:15]2[O:16][C:17]([CH3:19])([CH3:18])[C:13]([CH3:29])([CH3:12])[O:14]2)[O:14]1.CC([O-])=O.[K+], predict the reaction product. The product is: [CH3:12][C:13]1([CH3:29])[C:17]([CH3:19])([CH3:18])[O:16][B:15]([C:2]2[CH:3]=[N:4][C:5]([C:8]([F:11])([F:10])[F:9])=[N:6][CH:7]=2)[O:14]1.